From a dataset of Reaction yield outcomes from USPTO patents with 853,638 reactions. Predict the reaction yield, written as a fraction of the theoretical maximum amount of product (1.0 means a 100% yield; for example, 0.34 means a 34% yield). (1) The reactants are [OH-].[Na+].[CH:3]1[CH:18]=[CH:17][CH:16]=[C:15]2[C:4]=1[CH2:5][C:6]1[C:14]3[CH:13]=[CH:12][CH:11]=[CH:10][C:9]=3[NH:8][C:7]=12.[CH3:19]I. The yield is 0.840. The catalyst is [Br-].C[N+](C)(C)CCCCCCCCCCCCCCCC.C1C=CC=CC=1. The product is [CH3:19][N:8]1[C:9]2[CH:10]=[CH:11][CH:12]=[CH:13][C:14]=2[C:6]2[CH2:5][C:4]3[C:15]([C:7]1=2)=[CH:16][CH:17]=[CH:18][CH:3]=3. (2) The reactants are [H-].[Na+].[C:3]([O:7][C:8]([N:10]1[CH2:15][CH2:14][NH:13][C:12](=[O:16])[CH2:11]1)=[O:9])([CH3:6])([CH3:5])[CH3:4].Br[CH2:18][CH2:19][CH:20]=[CH2:21]. The catalyst is CN(C)C=O.O1CCCC1. The product is [C:3]([O:7][C:8]([N:10]1[CH2:15][CH2:14][N:13]([CH2:21][CH2:20][CH:19]=[CH2:18])[C:12](=[O:16])[CH2:11]1)=[O:9])([CH3:6])([CH3:4])[CH3:5]. The yield is 0.810. (3) The reactants are [NH2:1][C:2]1[N:7]=[CH:6][C:5]([C:8]2[O:12][N:11]=[C:10]([CH2:13][C:14]3[CH:19]=[CH:18][C:17]([OH:20])=[CH:16][CH:15]=3)[CH:9]=2)=[CH:4][CH:3]=1.O1CCCC1.[OH-].[Na+].[Cl:28][C:29]1[CH:34]=[CH:33][N:32]=[C:31]([CH2:35]Cl)[CH:30]=1. The catalyst is CN(C)C=O. The product is [Cl:28][C:29]1[CH:34]=[CH:33][N:32]=[C:31]([CH2:35][O:20][C:17]2[CH:18]=[CH:19][C:14]([CH2:13][C:10]3[CH:9]=[C:8]([C:5]4[CH:4]=[CH:3][C:2]([NH2:1])=[N:7][CH:6]=4)[O:12][N:11]=3)=[CH:15][CH:16]=2)[CH:30]=1. The yield is 0.250. (4) The reactants are [Br:1][C:2]1[CH:7]=[CH:6][C:5]([OH:8])=[CH:4][C:3]=1[F:9].C1(P(C2C=CC=CC=2)C2C=CC=CC=2)C=CC=CC=1.[CH3:29][N:30]1[CH2:35][CH2:34][N:33]([CH2:36][CH2:37]O)[CH2:32][CH2:31]1.N(C(OC(C)C)=O)=NC(OC(C)C)=O. The catalyst is C(Cl)Cl. The product is [Br:1][C:2]1[CH:7]=[CH:6][C:5]([O:8][CH2:37][CH2:36][N:33]2[CH2:34][CH2:35][N:30]([CH3:29])[CH2:31][CH2:32]2)=[CH:4][C:3]=1[F:9]. The yield is 0.330.